This data is from Catalyst prediction with 721,799 reactions and 888 catalyst types from USPTO. The task is: Predict which catalyst facilitates the given reaction. Reactant: [CH3:1][C:2]([CH3:22])([CH2:6][O:7][C:8](=[O:21])[C@H:9]([CH:18]([CH3:20])[CH3:19])[NH:10][C:11]([O:13][C:14]([CH3:17])([CH3:16])[CH3:15])=[O:12])[C:3]([OH:5])=[O:4].[OH-].C([N+](CCCC)(CCCC)CCCC)CCC.[Cl:41][CH2:42]I. Product: [Cl:41][CH2:42][O:4][C:3](=[O:5])[C:2]([CH3:1])([CH3:22])[CH2:6][O:7][C:8](=[O:21])[C@H:9]([CH:18]([CH3:19])[CH3:20])[NH:10][C:11]([O:13][C:14]([CH3:15])([CH3:17])[CH3:16])=[O:12]. The catalyst class is: 12.